This data is from Catalyst prediction with 721,799 reactions and 888 catalyst types from USPTO. The task is: Predict which catalyst facilitates the given reaction. (1) Product: [C:22]1([N:21]2[C:17]([C:15]3[CH:14]=[CH:13][N:12]=[C:11]([NH:10][C:7]4[CH:8]=[CH:9][CH:4]=[CH:5][C:6]=4[C:31]([OH:35])=[O:29])[N:16]=3)=[CH:18][CH:19]=[N:20]2)[CH:27]=[CH:26][CH:25]=[CH:24][CH:23]=1. Reactant: COC(=O)[C:4]1[CH:9]=[CH:8][C:7]([NH:10][C:11]2[N:16]=[C:15]([C:17]3[N:21]([C:22]4[CH:27]=[CH:26][CH:25]=[CH:24][CH:23]=4)[N:20]=[CH:19][CH:18]=3)[CH:14]=[CH:13][N:12]=2)=[CH:6][CH:5]=1.[OH-:29].[Na+].[C:31]([OH:35])(C)(C)C. The catalyst class is: 12. (2) Reactant: [C:1](Cl)([CH3:3])=[O:2].[C:5]([SiH2:9][O:10][C:11]([CH3:23])([CH3:22])[C:12]1[CH:13]=[C:14]([CH2:19][CH2:20][NH2:21])[CH:15]=[CH:16][C:17]=1[Cl:18])([CH3:8])([CH3:7])[CH3:6].CCN(C(C)C)C(C)C.[NH4+].[Cl-]. Product: [C:5]([SiH2:9][O:10][C:11]([CH3:23])([CH3:22])[C:12]1[CH:13]=[C:14]([CH2:19][CH2:20][NH:21][C:1](=[O:2])[CH3:3])[CH:15]=[CH:16][C:17]=1[Cl:18])([CH3:8])([CH3:7])[CH3:6]. The catalyst class is: 2. (3) Reactant: [C:1](/[N:3]=[C:4](\SC)/[NH:5][C:6]1[CH:11]=[CH:10][C:9]([S:12](=[O:15])(=[O:14])[NH2:13])=[CH:8][CH:7]=1)#[N:2].[NH2:18][NH2:19]. Product: [NH2:2][C:1]1[NH:19][N:18]=[C:4]([NH:5][C:6]2[CH:11]=[CH:10][C:9]([S:12]([NH2:13])(=[O:15])=[O:14])=[CH:8][CH:7]=2)[N:3]=1. The catalyst class is: 8. (4) Reactant: [NH2:1][C:2]1[CH:11]=[CH:10][C:5]([C:6]([O:8][CH3:9])=[O:7])=[CH:4][C:3]=1[C:12](=[O:23])[NH:13][C:14]([C:17]1[CH:22]=[CH:21][CH:20]=[CH:19][CH:18]=1)([CH3:16])[CH3:15].[CH:24]([O-])([O-])OCC.O. Product: [O:23]=[C:12]1[C:3]2[C:2](=[CH:11][CH:10]=[C:5]([C:6]([O:8][CH3:9])=[O:7])[CH:4]=2)[N:1]=[CH:24][N:13]1[C:14]([C:17]1[CH:18]=[CH:19][CH:20]=[CH:21][CH:22]=1)([CH3:16])[CH3:15]. The catalyst class is: 3.